From a dataset of Reaction yield outcomes from USPTO patents with 853,638 reactions. Predict the reaction yield, written as a fraction of the theoretical maximum amount of product (1.0 means a 100% yield; for example, 0.34 means a 34% yield). (1) The reactants are S(Cl)([Cl:3])=O.[Cl:5][C:6]1[CH:7]=[C:8]([CH2:13][CH2:14][S:15]([O-:18])(=O)=[O:16])[CH:9]=[CH:10][C:11]=1[Cl:12].[Na+].C1C=CC=CC=1. The product is [Cl:5][C:6]1[CH:7]=[C:8]([CH2:13][CH2:14][S:15]([Cl:3])(=[O:18])=[O:16])[CH:9]=[CH:10][C:11]=1[Cl:12]. The yield is 0.700. The catalyst is CN(C)C=O. (2) The reactants are [NH2:1][C:2]1[N:7]=[C:6]([N:8]2[C:12]3[CH:13]=[C:14](Br)[CH:15]=[CH:16][C:11]=3[N:10]=[C:9]2[O:18][CH2:19][CH:20]([OH:23])[CH2:21][OH:22])[CH:5]=[CH:4][N:3]=1.[CH3:24][C:25]1[O:29][N:28]=[C:27]([C:30]([OH:34])([C:32]#[CH:33])[CH3:31])[CH:26]=1.C(N(CC)CC)C. The catalyst is CS(C)=O.Cl[Pd](Cl)([P](C1C=CC=CC=1)(C1C=CC=CC=1)C1C=CC=CC=1)[P](C1C=CC=CC=1)(C1C=CC=CC=1)C1C=CC=CC=1. The product is [NH2:1][C:2]1[N:7]=[C:6]([N:8]2[C:12]3[CH:13]=[C:14]([C:33]#[C:32][C:30]([OH:34])([C:27]4[CH:26]=[C:25]([CH3:24])[O:29][N:28]=4)[CH3:31])[CH:15]=[CH:16][C:11]=3[N:10]=[C:9]2[O:18][CH2:19][CH:20]([OH:23])[CH2:21][OH:22])[CH:5]=[CH:4][N:3]=1. The yield is 0.240. (3) The reactants are Cl.[N:2]12[CH2:9][CH2:8][CH:5]([CH2:6][CH2:7]1)[C:4](=[O:10])[CH2:3]2.[OH-].[K+].[N:13]1[CH:18]=[CH:17][CH:16]=[C:15]([CH:19]=O)[CH:14]=1. The catalyst is CO. The product is [N:13]1[CH:18]=[CH:17][CH:16]=[C:15]([CH:19]=[C:3]2[C:4](=[O:10])[CH:5]3[CH2:8][CH2:9][N:2]2[CH2:7][CH2:6]3)[CH:14]=1. The yield is 0.893. (4) The reactants are C([Sn](CCCC)(CCCC)[C:6]1[S:7][CH:8]=[CH:9][N:10]=1)CCC.Br[C:20]1[CH:26]=[C:25]([F:27])[CH:24]=[CH:23][C:21]=1[NH2:22]. No catalyst specified. The product is [F:27][C:25]1[CH:26]=[CH:20][C:21]([NH2:22])=[C:23]([C:6]2[S:7][CH:8]=[CH:9][N:10]=2)[CH:24]=1. The yield is 0.0800.